Dataset: Full USPTO retrosynthesis dataset with 1.9M reactions from patents (1976-2016). Task: Predict the reactants needed to synthesize the given product. (1) Given the product [Cl:41][C:33]1[NH:34][C:35]2[C:36](=[O:37])[N:28]([CH2:27][CH2:26][CH2:25][N:11]3[N:12]=[N:13][C:9]([CH2:8][C:5]4[CH:6]=[CH:7][C:2]([F:1])=[CH:3][CH:4]=4)=[N:10]3)[C:29](=[O:49])[N:30]([CH2:42][CH2:43][CH2:44][C:45]([F:48])([F:46])[F:47])[C:31]=2[N:32]=1, predict the reactants needed to synthesize it. The reactants are: [F:1][C:2]1[CH:7]=[CH:6][C:5]([CH2:8][C:9]2[NH:13][N:12]=[N:11][N:10]=2)=[CH:4][CH:3]=1.C(=O)([O-])[O-].[K+].[K+].CS(O[CH2:25][CH2:26][CH2:27][N:28]1[C:36](=[O:37])[C:35]2[N:34](CC=C)[C:33]([Cl:41])=[N:32][C:31]=2[N:30]([CH2:42][CH2:43][CH2:44][C:45]([F:48])([F:47])[F:46])[C:29]1=[O:49])(=O)=O.N1CCOCC1. (2) Given the product [Cl:25][C:23]1[CH:22]=[CH:21][C:19]2[NH:20][C:16]([CH:9]([NH2:8])[C:10]3[CH:14]=[CH:13][N:12]([CH3:15])[N:11]=3)=[N:17][C:18]=2[CH:24]=1, predict the reactants needed to synthesize it. The reactants are: C([NH:8][CH:9]([C:16]1[NH:20][C:19]2[CH:21]=[CH:22][C:23]([Cl:25])=[CH:24][C:18]=2[N:17]=1)[C:10]1[CH:14]=[CH:13][N:12]([CH3:15])[N:11]=1)(OC(C)(C)C)=O.FC(F)(F)C(O)=O. (3) Given the product [Cl:2][CH2:1][C@H:3]([OH:5])[CH2:4][N:9]1[CH2:10][CH2:11][N:6]([S:12]([CH3:16])(=[O:14])=[O:13])[CH2:7][CH2:8]1, predict the reactants needed to synthesize it. The reactants are: [CH2:1]([C@@H:3]1[O:5][CH2:4]1)[Cl:2].[N:6]1([S:12](N)(=[O:14])=[O:13])[CH2:11][CH2:10][NH:9][CH2:8][CH2:7]1.[C:16](O)(C(F)(F)F)=O.C(N(C(C)C)CC)(C)C. (4) Given the product [CH3:38][N:39]([CH3:40])[C:26]([C:23]1[CH:24]=[CH:25][C:19]2[CH:18]=[C:17]([C:12]([C:9]3[CH:10]=[CH:11][C:6]([O:5][CH2:4][C:3](=[O:30])[C:2]([CH3:32])([CH3:31])[CH3:1])=[C:7]([CH3:29])[CH:8]=3)([CH2:15][CH3:16])[CH2:13][CH3:14])[S:21][C:20]=2[CH:22]=1)=[O:27], predict the reactants needed to synthesize it. The reactants are: [CH3:1][C:2]([CH3:32])([CH3:31])[C:3](=[O:30])[CH2:4][O:5][C:6]1[CH:11]=[CH:10][C:9]([C:12]([C:17]2[S:21][C:20]3[CH:22]=[C:23]([C:26](O)=[O:27])[CH:24]=[CH:25][C:19]=3[CH:18]=2)([CH2:15][CH3:16])[CH2:13][CH3:14])=[CH:8][C:7]=1[CH3:29].C(Cl)CCl.Cl.[CH3:38][NH:39][CH3:40]. (5) Given the product [C:39]([O:43][C:44]([N:46]1[CH2:51][CH2:50][CH:49]([O:19][C:16]2[CH:17]=[CH:18][C:13]([S:10]([C:3]3[C:2]([CH3:1])=[CH:7][C:6]([CH3:8])=[CH:5][C:4]=3[CH3:9])(=[O:12])=[O:11])=[CH:14][CH:15]=2)[CH2:48][CH2:47]1)=[O:45])([CH3:42])([CH3:40])[CH3:41], predict the reactants needed to synthesize it. The reactants are: [CH3:1][C:2]1[CH:7]=[C:6]([CH3:8])[CH:5]=[C:4]([CH3:9])[C:3]=1[S:10]([C:13]1[CH:18]=[CH:17][C:16]([OH:19])=[CH:15][CH:14]=1)(=[O:12])=[O:11].C1C=CC(P(C2C=CC=CC=2)C2C=CC=CC=2)=CC=1.[C:39]([O:43][C:44]([N:46]1[CH2:51][CH2:50][CH:49](O)[CH2:48][CH2:47]1)=[O:45])([CH3:42])([CH3:41])[CH3:40].CC(OC(/N=N/C(OC(C)C)=O)=O)C. (6) Given the product [CH2:31]([O:33][C:34](=[O:35])[C:36](=[O:12])[CH2:40][C:39]([C:41]1[CH:46]=[CH:45][CH:44]=[C:43]([Cl:47])[CH:42]=1)=[O:38])[CH3:32], predict the reactants needed to synthesize it. The reactants are: ClC1C=C(C2[O:12]N=C(C(=O)C)C=2)C=CC=1.C[Mg]I.O1CCCC1.C(N(CC)CC)C.[CH2:31]([O:33][C:34]([C:36]1[CH:40]=[C:39]([C:41]2[CH:46]=[CH:45][CH:44]=[C:43]([Cl:47])[CH:42]=2)[O:38]N=1)=[O:35])[CH3:32].Cl. (7) Given the product [C:11]([O:15][C:16]([NH:18][C:19]1[CH:27]=[C:26]([F:28])[CH:25]=[C:24]2[C:20]=1[CH:21]=[CH:22][N:23]2[C:29]([C:34]1[CH:39]=[CH:38][C:37]([Cl:40])=[CH:36][CH:35]=1)([CH2:42][CH3:43])[C:30]([O:32][CH3:33])=[O:31])=[O:17])([CH3:14])([CH3:12])[CH3:13], predict the reactants needed to synthesize it. The reactants are: [Li+].C[Si]([N-][Si](C)(C)C)(C)C.[C:11]([O:15][C:16]([NH:18][C:19]1[CH:27]=[C:26]([F:28])[CH:25]=[C:24]2[C:20]=1[CH:21]=[CH:22][N:23]2[CH:29]([C:34]1[CH:39]=[CH:38][C:37]([Cl:40])=[CH:36][CH:35]=1)[C:30]([O:32][CH3:33])=[O:31])=[O:17])([CH3:14])([CH3:13])[CH3:12].I[CH2:42][CH3:43].